Task: Predict which catalyst facilitates the given reaction.. Dataset: Catalyst prediction with 721,799 reactions and 888 catalyst types from USPTO (1) Reactant: Cl[C:2]1[N:7]=[C:6]([NH:8][C:9]2[CH:14]=[CH:13][CH:12]=[CH:11][C:10]=2[S:15]([CH3:18])(=[O:17])=[O:16])[C:5]([C:19]([NH:21][C:22]2[C:27]([F:28])=[CH:26][CH:25]=[CH:24][C:23]=2[Cl:29])=[O:20])=[CH:4][N:3]=1.[CH3:30][O:31][C:32]1[CH:38]=[CH:37][C:35]([NH2:36])=[CH:34][CH:33]=1.Cl. Product: [Cl:29][C:23]1[CH:24]=[CH:25][CH:26]=[C:27]([F:28])[C:22]=1[NH:21][C:19]([C:5]1[C:6]([NH:8][C:9]2[CH:14]=[CH:13][CH:12]=[CH:11][C:10]=2[S:15]([CH3:18])(=[O:16])=[O:17])=[N:7][C:2]([NH:36][C:35]2[CH:37]=[CH:38][C:32]([O:31][CH3:30])=[CH:33][CH:34]=2)=[N:3][CH:4]=1)=[O:20]. The catalyst class is: 12. (2) Reactant: C(=O)([O-])O.[Na+].Cl.[NH2:7][OH:8].[F:9][C:10]1[CH:11]=[CH:12][C:13]([C:24]([F:27])([F:26])[F:25])=[C:14]([C:16]2[CH:21]=[CH:20][N:19]=[C:18]([C:22]#[N:23])[CH:17]=2)[CH:15]=1. Product: [F:9][C:10]1[CH:11]=[CH:12][C:13]([C:24]([F:27])([F:25])[F:26])=[C:14]([C:16]2[CH:21]=[CH:20][N:19]=[C:18]([C:22](=[N:7][OH:8])[NH2:23])[CH:17]=2)[CH:15]=1. The catalyst class is: 8. (3) Reactant: [CH3:1][C:2]1[CH:7]=[C:6]([N+:8]([O-])=O)[CH:5]=[C:4]([N+:11]([O-])=O)[C:3]=1[NH:14][C:15](=[O:17])[CH3:16]. Product: [NH2:11][C:4]1[CH:5]=[C:6]([NH2:8])[CH:7]=[C:2]([CH3:1])[C:3]=1[NH:14][C:15](=[O:17])[CH3:16]. The catalyst class is: 43. (4) Product: [F:13][C:14]1[CH:15]=[CH:16][C:17]([CH2:18][NH:19][C:20]([NH:1][C:2]2[CH:11]=[C:10]3[C:5]([C:6](=[O:12])[NH:7][CH:8]=[N:9]3)=[CH:4][CH:3]=2)=[O:21])=[CH:22][CH:23]=1. The catalyst class is: 12. Reactant: [NH2:1][C:2]1[CH:11]=[C:10]2[C:5]([C:6](=[O:12])[NH:7][CH:8]=[N:9]2)=[CH:4][CH:3]=1.[F:13][C:14]1[CH:23]=[CH:22][C:17]([CH2:18][N:19]=[C:20]=[O:21])=[CH:16][CH:15]=1. (5) Product: [ClH:1].[CH3:39][O:38][C:36]([C:33]1[CH:32]=[C:31]([CH2:29][N:16]2[CH2:17][C@@H:18]([C:19]3[CH:20]=[CH:21][C:22]([C:23]#[N:24])=[CH:25][CH:26]=3)[C@:12]3([N:11]([CH3:27])[C:10](=[O:28])[N:9]([C:4]4[CH:5]=[C:6]([Cl:8])[CH:7]=[C:2]([Cl:1])[CH:3]=4)[C:13]3=[O:14])[CH2:15]2)[S:35][CH:34]=1)=[O:37]. Reactant: [Cl:1][C:2]1[CH:3]=[C:4]([N:9]2[C:13](=[O:14])[C@@:12]3([C@H:18]([C:19]4[CH:26]=[CH:25][C:22]([C:23]#[N:24])=[CH:21][CH:20]=4)[CH2:17][NH:16][CH2:15]3)[N:11]([CH3:27])[C:10]2=[O:28])[CH:5]=[C:6]([Cl:8])[CH:7]=1.[CH:29]([C:31]1[S:35][CH:34]=[C:33]([C:36]([O:38][CH3:39])=[O:37])[CH:32]=1)=O.C(N(CC)CC)C.C(O)(=O)C.C(O[BH-](OC(=O)C)OC(=O)C)(=O)C.[Na+]. The catalyst class is: 237. (6) The catalyst class is: 788. Product: [F:8][CH:9]([F:12])[CH2:10][O:11][C:14]1[CH:21]=[CH:20][C:17]([CH:18]=[O:19])=[CH:16][CH:15]=1. Reactant: [H-].[Na+].CN(C=O)C.[F:8][CH:9]([F:12])[CH2:10][OH:11].F[C:14]1[CH:21]=[CH:20][C:17]([CH:18]=[O:19])=[CH:16][CH:15]=1. (7) Reactant: [F:1][C:2]([F:14])([F:13])[CH:3]([C:9]([F:12])([F:11])[F:10])[CH:4]([C:6]([OH:8])=[O:7])[NH2:5].C(=O)([O-])[O-].[Na+].[Na+].[C:32]([O:31][C:29](O[C:29]([O:31][C:32]([CH3:35])([CH3:34])[CH3:33])=[O:30])=[O:30])([CH3:35])([CH3:34])[CH3:33]. Product: [C:32]([O:31][C:29]([C:4]([NH2:5])([CH:3]([C:2]([F:14])([F:1])[F:13])[C:9]([F:12])([F:10])[F:11])[C:6]([OH:8])=[O:7])=[O:30])([CH3:33])([CH3:34])[CH3:35]. The catalyst class is: 38.